Dataset: Reaction yield outcomes from USPTO patents with 853,638 reactions. Task: Predict the reaction yield, written as a fraction of the theoretical maximum amount of product (1.0 means a 100% yield; for example, 0.34 means a 34% yield). (1) The product is [Cl:1][C:2]1[CH:28]=[CH:27][C:5]2[N:6]([CH3:26])[C:7]3[CH:25]=[CH:24][CH:23]=[CH:22][C:8]=3[C@@H:9]3[C@H:14]([NH:15][CH2:16][C:17]([OH:19])=[O:18])[CH2:13][CH2:12][CH2:11][N:10]3[C:4]=2[CH:3]=1. The reactants are [Cl:1][C:2]1[CH:28]=[CH:27][C:5]2[N:6]([CH3:26])[C:7]3[CH:25]=[CH:24][CH:23]=[CH:22][C:8]=3[C@@H:9]3[C@H:14]([NH:15][CH2:16][C:17]([O:19]CC)=[O:18])[CH2:13][CH2:12][CH2:11][N:10]3[C:4]=2[CH:3]=1.[OH-].[Na+]. The yield is 0.120. The catalyst is O1CCOCC1.O. (2) The reactants are C([N:8]1[CH2:13][CH2:12][CH:11]([OH:14])[CH2:10][CH2:9]1)(OC(C)(C)C)=O.[C:15]([C:17]1[CH:22]=[CH:21][CH:20]=[CH:19][C:18]=1O)#[N:16].C1(P(C2C=CC=CC=2)C2C=CC=CC=2)C=CC=CC=1.N(C(OC(C)(C)C)=O)=NC(OC(C)(C)C)=O. The catalyst is O1CCCC1. The product is [NH:8]1[CH2:9][CH2:10][CH:11]([O:14][C:18]2[CH:19]=[CH:20][CH:21]=[CH:22][C:17]=2[C:15]#[N:16])[CH2:12][CH2:13]1. The yield is 1.00.